Dataset: Catalyst prediction with 721,799 reactions and 888 catalyst types from USPTO. Task: Predict which catalyst facilitates the given reaction. (1) Reactant: C([O:3][C:4]([C:6]1[C:7](Cl)=[C:8]2[C:14]([CH3:15])=[N:13][N:12]([C:16]3[CH:21]=[CH:20][C:19]([O:22][CH3:23])=[CH:18][CH:17]=3)[C:9]2=[N:10][CH:11]=1)=[O:5])C.[OH-:25].[K+].Cl. Product: [OH:25][C:7]1[C:6]([C:4]([OH:3])=[O:5])=[CH:11][N:10]=[C:9]2[N:12]([C:16]3[CH:21]=[CH:20][C:19]([O:22][CH3:23])=[CH:18][CH:17]=3)[N:13]=[C:14]([CH3:15])[C:8]=12. The catalyst class is: 14. (2) Reactant: [Cl:1][C:2]1[CH:3]=[C:4]([CH:7]=O)[S:5][CH:6]=1.[CH2:9]([O:11][C:12](=[O:17])[CH2:13][N:14]=[N+]=[N-])[CH3:10].[NH4+].[Cl-]. Product: [CH2:9]([O:11][C:12]([C:13]1[NH:14][C:3]2[C:2]([Cl:1])=[CH:6][S:5][C:4]=2[CH:7]=1)=[O:17])[CH3:10]. The catalyst class is: 8. (3) Reactant: [Cl:1][C:2]1[N:3]=[CH:4][NH:5][C:6]=1[Cl:7].[OH-].[K+].[Br:10][CH2:11][CH2:12][CH2:13][CH2:14][CH2:15][C:16]([OH:18])=[O:17].Br[CH2:20][C:21]1[C:30]2[C:25](=[CH:26][CH:27]=[CH:28][CH:29]=2)[CH:24]=[CH:23][CH:22]=1.Br. Product: [Br-:10].[C:16]([CH2:15][CH2:14][CH2:13][CH2:12][CH2:11][N:3]1[C:2]([Cl:1])=[C:6]([Cl:7])[N+:5]([CH2:20][C:21]2[C:30]3[C:25](=[CH:26][CH:27]=[CH:28][CH:29]=3)[CH:24]=[CH:23][CH:22]=2)=[CH:4]1)([OH:18])=[O:17]. The catalyst class is: 10. (4) Reactant: [C:1]([Br:4])(=[O:3])[CH3:2].[CH3:5][C:6]1[C:11]([CH3:12])=[C:10]([N+]([O-])=[O:14])[CH:9]=[CH:8][N+:7]=1[O-:16].C([O-])([O-])=O.[K+].[K+]. Product: [C:1]([O-:3])(=[O:14])[CH3:2].[Br:4][C:10]1[CH:9]=[CH:8][N+:7]([OH:16])=[C:6]([CH3:5])[C:11]=1[CH3:12]. The catalyst class is: 15. (5) Reactant: [S:1]1[C:5]2[CH:6]=[CH:7][CH:8]=[C:9]([CH2:10][CH2:11][O:12][CH2:13][CH2:14][N:15]3[CH2:19][CH2:18][CH:17]([OH:20])[CH2:16]3)[C:4]=2[CH:3]=[CH:2]1.[ClH:21]. Product: [ClH:21].[S:1]1[C:5]2[CH:6]=[CH:7][CH:8]=[C:9]([CH2:10][CH2:11][O:12][CH2:13][CH2:14][N:15]3[CH2:19][CH2:18][CH:17]([OH:20])[CH2:16]3)[C:4]=2[CH:3]=[CH:2]1. The catalyst class is: 13. (6) Reactant: [NH2:1][C:2]1[CH:7]=[CH:6][C:5]([C:8]2[CH:13]=[CH:12][C:11]([C:14](=[O:26])[CH2:15][CH:16]([CH2:22][CH2:23][O:24][CH3:25])[C:17]([O:19]CC)=[O:18])=[CH:10][CH:9]=2)=[CH:4][CH:3]=1.Cl[C:28]1[S:29][C:30]2[CH:36]=[CH:35][CH:34]=[CH:33][C:31]=2[N:32]=1.[OH-].[Na+].CO. Product: [S:29]1[C:30]2[CH:36]=[CH:35][CH:34]=[CH:33][C:31]=2[N:32]=[C:28]1[NH:1][C:2]1[CH:3]=[CH:4][C:5]([C:8]2[CH:9]=[CH:10][C:11]([C:14](=[O:26])[CH2:15][CH:16]([CH2:22][CH2:23][O:24][CH3:25])[C:17]([OH:19])=[O:18])=[CH:12][CH:13]=2)=[CH:6][CH:7]=1. The catalyst class is: 51.